Dataset: Reaction yield outcomes from USPTO patents with 853,638 reactions. Task: Predict the reaction yield, written as a fraction of the theoretical maximum amount of product (1.0 means a 100% yield; for example, 0.34 means a 34% yield). The reactants are [NH2:1][C:2]1[CH:7]=[CH:6][C:5]([C:8]2[CH:13]=[CH:12][C:11]([C:14]([F:17])([F:16])[F:15])=[CH:10][CH:9]=2)=[CH:4][C:3]=1[C:18]#[N:19].[CH3:20][O:21][C:22]1[CH:29]=[CH:28][C:25]([CH2:26]Cl)=[CH:24][CH:23]=1.C(N(CC)CC)C. The catalyst is C(#N)C. The product is [CH3:20][O:21][C:22]1[CH:29]=[CH:28][C:25]([CH2:26][NH:1][C:2]2[CH:7]=[CH:6][C:5]([C:8]3[CH:9]=[CH:10][C:11]([C:14]([F:15])([F:16])[F:17])=[CH:12][CH:13]=3)=[CH:4][C:3]=2[C:18]#[N:19])=[CH:24][CH:23]=1. The yield is 0.800.